This data is from Reaction yield outcomes from USPTO patents with 853,638 reactions. The task is: Predict the reaction yield, written as a fraction of the theoretical maximum amount of product (1.0 means a 100% yield; for example, 0.34 means a 34% yield). (1) The reactants are [F:1][C:2]1[CH:7]=[CH:6][C:5]([N:8]2[CH:12]=[CH:11][C:10]([C:13]([O:15]CC)=[O:14])=[N:9]2)=[CH:4][CH:3]=1.[OH-].[Na+]. The catalyst is CCO.O. The product is [F:1][C:2]1[CH:3]=[CH:4][C:5]([N:8]2[CH:12]=[CH:11][C:10]([C:13]([OH:15])=[O:14])=[N:9]2)=[CH:6][CH:7]=1. The yield is 0.520. (2) The reactants are [NH2:1][C:2]1[CH:7]=[CH:6][CH:5]=[CH:4][N:3]=1.C(N(CC)CC)C.[C:15](Cl)(=[O:20])[C:16]([CH3:19])([CH3:18])[CH3:17].C(=O)([O-])[O-].[K+].[K+]. The catalyst is C(Cl)Cl.CO. The product is [CH3:17][C:16]([CH3:19])([CH3:18])[C:15]([NH:1][C:2]1[CH:7]=[CH:6][CH:5]=[CH:4][N:3]=1)=[O:20]. The yield is 0.850. (3) The reactants are Cl[C:2]1[S:6][N:5]=[C:4]([C:7]2[CH:12]=[CH:11][C:10]([F:13])=[CH:9][CH:8]=2)[N:3]=1.FC(F)(F)C(O)=O.[O:21]1[C:25]2[CH:26]=[CH:27][CH:28]=[CH:29][C:24]=2[C:23]([NH:30][C:31]([N:33]2[CH2:38][CH2:37][NH:36][CH2:35][CH2:34]2)=[O:32])=[N:22]1.C(N(CC)CC)C.O. The catalyst is CN(C)C=O. The product is [O:21]1[C:25]2[CH:26]=[CH:27][CH:28]=[CH:29][C:24]=2[C:23]([NH:30][C:31]([N:33]2[CH2:38][CH2:37][N:36]([C:2]3[S:6][N:5]=[C:4]([C:7]4[CH:12]=[CH:11][C:10]([F:13])=[CH:9][CH:8]=4)[N:3]=3)[CH2:35][CH2:34]2)=[O:32])=[N:22]1. The yield is 0.485. (4) The reactants are [Br:1][C:2]1[CH:3]=[C:4]([C:8]23[CH2:17][CH2:16][O:15][CH2:14][CH:13]2[CH2:12][S:11][C:10]([NH2:18])=[N:9]3)[CH:5]=[CH:6][CH:7]=1.[C:19]([O:23][C:24](O[C:24]([O:23][C:19]([CH3:22])([CH3:21])[CH3:20])=[O:25])=[O:25])([CH3:22])([CH3:21])[CH3:20].O. The catalyst is O1CCOCC1.C([O-])(O)=O.[Na+]. The product is [Br:1][C:2]1[CH:3]=[C:4]([C:8]23[CH2:17][CH2:16][O:15][CH2:14][CH:13]2[CH2:12][S:11][C:10]([NH:18][C:24](=[O:25])[O:23][C:19]([CH3:22])([CH3:21])[CH3:20])=[N:9]3)[CH:5]=[CH:6][CH:7]=1. The yield is 1.00. (5) The product is [F:37][C:19]1[CH:18]=[C:17]([NH:16][C:14]([C:11]2([C:9]([NH:8][C:5]3[CH:4]=[CH:3][C:2]([F:1])=[CH:7][CH:6]=3)=[O:10])[CH2:13][CH2:12]2)=[O:15])[CH:22]=[CH:21][C:20]=1[O:23][C:24]1[C:33]2[C:28](=[CH:29][C:30]([O:36][CH2:39][CH2:40][CH2:41][N:42]3[CH2:47][CH2:46][O:45][CH2:44][CH2:43]3)=[C:31]([O:34][CH3:35])[CH:32]=2)[N:27]=[CH:26][N:25]=1. The reactants are [F:1][C:2]1[CH:7]=[CH:6][C:5]([NH:8][C:9]([C:11]2([C:14]([NH:16][C:17]3[CH:22]=[CH:21][C:20]([O:23][C:24]4[C:33]5[C:28](=[CH:29][C:30]([OH:36])=[C:31]([O:34][CH3:35])[CH:32]=5)[N:27]=[CH:26][N:25]=4)=[C:19]([F:37])[CH:18]=3)=[O:15])[CH2:13][CH2:12]2)=[O:10])=[CH:4][CH:3]=1.O[CH2:39][CH2:40][CH2:41][N:42]1[CH2:47][CH2:46][O:45][CH2:44][CH2:43]1.C1(P(C2C=CC=CC=2)C2C=CC=CC=2)C=CC=CC=1.N(C(OC(C)C)=O)=NC(OC(C)C)=O. The catalyst is ClCCl. The yield is 0.470. (6) The reactants are [N:1]1([CH2:6][CH2:7][O:8][C:9]2[CH:14]=[CH:13][C:12]([NH2:15])=[CH:11][CH:10]=2)[CH2:5][CH2:4][CH2:3][CH2:2]1.[F:16][C:17]1[CH:25]=[CH:24][CH:23]=[C:22]2[C:18]=1[C:19](=[CH:27]O)[C:20](=[O:26])[NH:21]2. The product is [F:16][C:17]1[CH:25]=[CH:24][CH:23]=[C:22]2[C:18]=1[C:19](=[CH:27][NH:15][C:12]1[CH:11]=[CH:10][C:9]([O:8][CH2:7][CH2:6][N:1]3[CH2:5][CH2:4][CH2:3][CH2:2]3)=[CH:14][CH:13]=1)[C:20](=[O:26])[NH:21]2. No catalyst specified. The yield is 0.770.